From a dataset of Full USPTO retrosynthesis dataset with 1.9M reactions from patents (1976-2016). Predict the reactants needed to synthesize the given product. (1) The reactants are: [CH:1]1([C:7]2([CH3:17])[C:12](=[O:13])[N:11]([CH3:14])[C:10](=[O:15])[NH:9][C:8]2=[O:16])[CH2:6][CH2:5][CH2:4][CH:3]=[CH:2]1.Br[CH2:19][C:20]([C:22]1[CH:27]=[CH:26][CH:25]=[C:24]([O:28][CH3:29])[CH:23]=1)=[O:21]. Given the product [CH:1]1([C:7]2([CH3:17])[C:8](=[O:16])[N:9]([CH2:19][C:20]([C:22]3[CH:27]=[CH:26][CH:25]=[C:24]([O:28][CH3:29])[CH:23]=3)=[O:21])[C:10](=[O:15])[N:11]([CH3:14])[C:12]2=[O:13])[CH2:6][CH2:5][CH2:4][CH:3]=[CH:2]1, predict the reactants needed to synthesize it. (2) Given the product [NH2:1][C:4]1[CH:9]=[CH:8][CH:7]=[C:6]([S:10]([N:13]2[CH2:17][CH2:16][CH2:15][CH2:14]2)(=[O:12])=[O:11])[C:5]=1[OH:18], predict the reactants needed to synthesize it. The reactants are: [N+:1]([C:4]1[CH:9]=[CH:8][CH:7]=[C:6]([S:10]([N:13]2[CH2:17][CH2:16][CH2:15][CH2:14]2)(=[O:12])=[O:11])[C:5]=1[OH:18])([O-])=O. (3) The reactants are: [C:1]([C:4]1[CH:5]=[C:6]([CH:21]=[CH:22][CH:23]=1)[CH2:7][CH:8]1[CH2:13][CH2:12][N:11]([C:14]([O:16][C:17]([CH3:20])([CH3:19])[CH3:18])=[O:15])[CH2:10][CH2:9]1)(=[O:3])[NH2:2].CO[C:26](OC)([N:28](C)C)[CH3:27].Cl.NO.C(O)(=O)C. Given the product [CH3:27][C:26]1[N:2]=[C:1]([C:4]2[CH:5]=[C:6]([CH:21]=[CH:22][CH:23]=2)[CH2:7][CH:8]2[CH2:13][CH2:12][N:11]([C:14]([O:16][C:17]([CH3:18])([CH3:19])[CH3:20])=[O:15])[CH2:10][CH2:9]2)[O:3][N:28]=1, predict the reactants needed to synthesize it. (4) Given the product [NH2:2][CH2:7][C:5]([OH:6])([C:8]([F:11])([F:10])[F:9])[C:4]([F:13])([F:12])[F:3], predict the reactants needed to synthesize it. The reactants are: [OH-].[NH4+:2].[F:3][C:4]([F:13])([F:12])[C:5]1([C:8]([F:11])([F:10])[F:9])[CH2:7][O:6]1. (5) Given the product [CH3:9][C:10]1[C:5]([CH3:6])=[CH:4][CH:3]=[CH:2][C:1]=1[N:11]1[CH2:16][CH2:15][N:14]([CH2:17][CH2:18][CH2:19][CH2:20][O:21][C:22]2[CH:30]=[C:29]3[C:25]([CH:26]=[N:27][NH:28]3)=[CH:24][CH:23]=2)[CH2:13][CH2:12]1, predict the reactants needed to synthesize it. The reactants are: [C:1]1([N:11]2[CH2:16][CH2:15][N:14]([CH2:17][CH2:18][CH2:19][CH2:20][O:21][C:22]3[CH:30]=[C:29]4[C:25]([CH:26]=[N:27][NH:28]4)=[CH:24][CH:23]=3)[CH2:13][CH2:12]2)[C:10]2[C:5](=[CH:6]C=C[CH:9]=2)[CH:4]=[CH:3][CH:2]=1.CC1C(C)=CC=CC=1N1CCNCC1. (6) Given the product [Br:1][C:2]1[C:10]2[C:5](=[CH:6][C:7]([N+:11]([O-:13])=[O:12])=[CH:8][CH:9]=2)[N:4]([CH2:21][CH2:22][N:23]2[CH2:27][CH2:26][CH2:25][CH2:24]2)[N:3]=1, predict the reactants needed to synthesize it. The reactants are: [Br:1][C:2]1[C:10]2[C:5](=[CH:6][C:7]([N+:11]([O-:13])=[O:12])=[CH:8][CH:9]=2)[NH:4][N:3]=1.C(=O)([O-])[O-].[K+].[K+].Cl[CH2:21][CH2:22][N:23]1[CH2:27][CH2:26][CH2:25][CH2:24]1. (7) Given the product [OH:19][C:17]1([C:10]2[C:11]3[CH2:12][CH2:13][CH2:14][CH2:15][C:16]=3[N:8]([CH2:7][C:6]([O:5][C:1]([CH3:2])([CH3:3])[CH3:4])=[O:22])[N:9]=2)[CH2:24][CH2:23]1, predict the reactants needed to synthesize it. The reactants are: [C:1]([O:5][C:6](=[O:22])[CH2:7][N:8]1[C:16]2[CH2:15][CH2:14][CH2:13][CH2:12][C:11]=2[C:10]([C:17]([O:19]CC)=O)=[N:9]1)([CH3:4])([CH3:3])[CH3:2].[CH3:23][CH:24]1OCCC1. (8) Given the product [C:28]([OH:34])(=[O:33])[CH2:29][C:30]([OH:32])=[O:31].[CH3:1][NH:2][C:3]([C:5]1[C:6]2[CH2:7][CH2:8][C:9]3([NH:18][C:19]=2[C:20]2[N:25]=[C:24]([CH3:26])[N:23]([CH3:27])[C:21]=2[CH:22]=1)[CH2:17][C:16]1[C:11](=[CH:12][CH:13]=[CH:14][CH:15]=1)[CH2:10]3)=[O:4], predict the reactants needed to synthesize it. The reactants are: [CH3:1][NH:2][C:3]([C:5]1[C:6]2[CH2:7][CH2:8][C:9]3([NH:18][C:19]=2[C:20]2[N:25]=[C:24]([CH3:26])[N:23]([CH3:27])[C:21]=2[CH:22]=1)[CH2:17][C:16]1[C:11](=[CH:12][CH:13]=[CH:14][CH:15]=1)[CH2:10]3)=[O:4].[C:28]([OH:34])(=[O:33])[CH2:29][C:30]([OH:32])=[O:31].